From a dataset of Full USPTO retrosynthesis dataset with 1.9M reactions from patents (1976-2016). Predict the reactants needed to synthesize the given product. Given the product [CH:21]([N:24]([CH2:33][C@@H:34]([OH:44])[C@@H:35]([NH:43][C:18](=[O:20])[C@H:14]([CH:15]([CH3:16])[CH3:17])[NH:13][C:1](=[O:12])[C:2]1[CH:11]=[CH:10][C:9]2[C:4](=[CH:5][CH:6]=[CH:7][CH:8]=2)[N:3]=1)[CH2:36][C:37]1[CH:38]=[CH:39][CH:40]=[CH:41][CH:42]=1)[NH:25][C:26]([O:28][C:29]([CH3:32])([CH3:30])[CH3:31])=[O:27])([CH3:23])[CH3:22], predict the reactants needed to synthesize it. The reactants are: [C:1]([NH:13][C@H:14]([C:18]([OH:20])=O)[CH:15]([CH3:17])[CH3:16])(=[O:12])[C:2]1[CH:11]=[CH:10][C:9]2[C:4](=[CH:5][CH:6]=[CH:7][CH:8]=2)[N:3]=1.[CH:21]([N:24]([CH2:33][C@@H:34]([OH:44])[C@@H:35]([NH2:43])[CH2:36][C:37]1[CH:42]=[CH:41][CH:40]=[CH:39][CH:38]=1)[NH:25][C:26]([O:28][C:29]([CH3:32])([CH3:31])[CH3:30])=[O:27])([CH3:23])[CH3:22].ON1C2C=CC=CC=2N=N1.CI.CN(C)CCCN=C=NCC.